Task: Regression. Given two drug SMILES strings and cell line genomic features, predict the synergy score measuring deviation from expected non-interaction effect.. Dataset: NCI-60 drug combinations with 297,098 pairs across 59 cell lines (1) Drug 1: C1CCN(CC1)CCOC2=CC=C(C=C2)C(=O)C3=C(SC4=C3C=CC(=C4)O)C5=CC=C(C=C5)O. Drug 2: N.N.Cl[Pt+2]Cl. Cell line: HL-60(TB). Synergy scores: CSS=-3.73, Synergy_ZIP=12.4, Synergy_Bliss=13.2, Synergy_Loewe=-1.66, Synergy_HSA=-1.71. (2) Drug 1: C1CC(C1)(C(=O)O)C(=O)O.[NH2-].[NH2-].[Pt+2]. Drug 2: CC1=C2C(C(=O)C3(C(CC4C(C3C(C(C2(C)C)(CC1OC(=O)C(C(C5=CC=CC=C5)NC(=O)C6=CC=CC=C6)O)O)OC(=O)C7=CC=CC=C7)(CO4)OC(=O)C)O)C)OC(=O)C. Cell line: A549. Synergy scores: CSS=8.88, Synergy_ZIP=-4.32, Synergy_Bliss=-3.24, Synergy_Loewe=-10.5, Synergy_HSA=-4.88. (3) Drug 1: CC1C(C(=O)NC(C(=O)N2CCCC2C(=O)N(CC(=O)N(C(C(=O)O1)C(C)C)C)C)C(C)C)NC(=O)C3=C4C(=C(C=C3)C)OC5=C(C(=O)C(=C(C5=N4)C(=O)NC6C(OC(=O)C(N(C(=O)CN(C(=O)C7CCCN7C(=O)C(NC6=O)C(C)C)C)C)C(C)C)C)N)C. Drug 2: CC1CCC2CC(C(=CC=CC=CC(CC(C(=O)C(C(C(=CC(C(=O)CC(OC(=O)C3CCCCN3C(=O)C(=O)C1(O2)O)C(C)CC4CCC(C(C4)OC)O)C)C)O)OC)C)C)C)OC. Cell line: EKVX. Synergy scores: CSS=5.21, Synergy_ZIP=-0.280, Synergy_Bliss=3.78, Synergy_Loewe=-4.79, Synergy_HSA=-1.69. (4) Drug 1: COC1=CC(=CC(=C1O)OC)C2C3C(COC3=O)C(C4=CC5=C(C=C24)OCO5)OC6C(C(C7C(O6)COC(O7)C8=CC=CS8)O)O. Drug 2: CC1=C(C=C(C=C1)C(=O)NC2=CC(=CC(=C2)C(F)(F)F)N3C=C(N=C3)C)NC4=NC=CC(=N4)C5=CN=CC=C5. Cell line: MDA-MB-231. Synergy scores: CSS=37.1, Synergy_ZIP=-1.79, Synergy_Bliss=1.19, Synergy_Loewe=-4.95, Synergy_HSA=3.47. (5) Drug 1: C1CCC(C1)C(CC#N)N2C=C(C=N2)C3=C4C=CNC4=NC=N3. Drug 2: N.N.Cl[Pt+2]Cl. Cell line: SK-MEL-28. Synergy scores: CSS=-0.512, Synergy_ZIP=4.12, Synergy_Bliss=6.53, Synergy_Loewe=-1.73, Synergy_HSA=-0.375. (6) Drug 2: COC1=C(C=C2C(=C1)N=CN=C2NC3=CC(=C(C=C3)F)Cl)OCCCN4CCOCC4. Drug 1: CC1=C2C(C(=O)C3(C(CC4C(C3C(C(C2(C)C)(CC1OC(=O)C(C(C5=CC=CC=C5)NC(=O)OC(C)(C)C)O)O)OC(=O)C6=CC=CC=C6)(CO4)OC(=O)C)OC)C)OC. Synergy scores: CSS=90.1, Synergy_ZIP=16.5, Synergy_Bliss=16.0, Synergy_Loewe=7.77, Synergy_HSA=17.3. Cell line: MOLT-4. (7) Drug 1: CC1C(C(CC(O1)OC2CC(OC(C2O)C)OC3=CC4=CC5=C(C(=O)C(C(C5)C(C(=O)C(C(C)O)O)OC)OC6CC(C(C(O6)C)O)OC7CC(C(C(O7)C)O)OC8CC(C(C(O8)C)O)(C)O)C(=C4C(=C3C)O)O)O)O. Drug 2: CN(CC1=CN=C2C(=N1)C(=NC(=N2)N)N)C3=CC=C(C=C3)C(=O)NC(CCC(=O)O)C(=O)O. Cell line: MCF7. Synergy scores: CSS=36.3, Synergy_ZIP=-9.65, Synergy_Bliss=-3.80, Synergy_Loewe=-5.25, Synergy_HSA=0.336.